From a dataset of Reaction yield outcomes from USPTO patents with 853,638 reactions. Predict the reaction yield, written as a fraction of the theoretical maximum amount of product (1.0 means a 100% yield; for example, 0.34 means a 34% yield). The reactants are C[O:2][C:3]([C:5]1[C:9]([NH:10][C:11]([C:13]2[CH:18]=[CH:17][CH:16]=[C:15]([C:19]3[CH:20]=[N:21][N:22](C(OC(C)(C)C)=O)[CH:23]=3)[N:14]=2)=[O:12])=[CH:8][N:7]([CH3:31])[N:6]=1)=[O:4].O.[OH-].[Li+:34]. The catalyst is C1COCC1.O. The product is [CH3:31][N:7]1[CH:8]=[C:9]([NH:10][C:11]([C:13]2[CH:18]=[CH:17][CH:16]=[C:15]([C:19]3[CH:20]=[N:21][NH:22][CH:23]=3)[N:14]=2)=[O:12])[C:5]([C:3]([O-:4])=[O:2])=[N:6]1.[Li+:34]. The yield is 0.710.